Dataset: Full USPTO retrosynthesis dataset with 1.9M reactions from patents (1976-2016). Task: Predict the reactants needed to synthesize the given product. (1) Given the product [F:4][C:2]([C:5]1[CH:6]=[C:7]([CH:22]=[CH:23][CH:24]=1)[CH2:8][CH:9]1[CH:13]([C:15]2[CH:16]=[CH:17][C:18]([F:21])=[CH:19][CH:20]=2)[O:14][C:30](=[O:39])[NH:27]1)([F:1])[CH3:3], predict the reactants needed to synthesize it. The reactants are: [F:1][C:2]([C:5]1[CH:6]=[C:7]([CH:22]=[CH:23][CH:24]=1)[CH2:8][CH:9]([CH:13]([C:15]1[CH:20]=[CH:19][C:18]([F:21])=[CH:17][CH:16]=1)[OH:14])C(O)=O)([F:4])[CH3:3].C([N:27]([CH2:30]C)CC)C.C1(P(N=[N+]=[N-])(C2C=CC=CC=2)=[O:39])C=CC=CC=1. (2) Given the product [CH2:1]([O:3][C:4](=[O:22])[C:5]([CH3:21])([O:14][C:15]1[CH:20]=[CH:19][CH:18]=[CH:17][CH:16]=1)[CH2:6][C:7]1[CH:12]=[CH:11][C:10]([O:13][CH2:42][CH2:41][C:39]2[N:40]=[C:36]([C:32]3[CH:31]=[C:30]([C:27]4[CH:26]=[CH:25][C:24]([F:23])=[CH:29][CH:28]=4)[CH:35]=[CH:34][CH:33]=3)[O:37][C:38]=2[CH3:54])=[CH:9][CH:8]=1)[CH3:2], predict the reactants needed to synthesize it. The reactants are: [CH2:1]([O:3][C:4](=[O:22])[C:5]([CH3:21])([O:14][C:15]1[CH:20]=[CH:19][CH:18]=[CH:17][CH:16]=1)[CH2:6][C:7]1[CH:12]=[CH:11][C:10]([OH:13])=[CH:9][CH:8]=1)[CH3:2].[F:23][C:24]1[CH:29]=[CH:28][C:27]([C:30]2[CH:35]=[CH:34][CH:33]=[C:32]([C:36]3[O:37][C:38]([CH3:54])=[C:39]([CH2:41][CH2:42]OS(C4C=CC(C)=CC=4)(=O)=O)[N:40]=3)[CH:31]=2)=[CH:26][CH:25]=1.C([O-])([O-])=O.[Cs+].[Cs+]. (3) Given the product [F:1][C:2]1[CH:7]=[CH:6][C:5]([CH2:8][C:9]2[C:10]([N:15]3[CH2:21][C:20]4[CH:22]=[C:23]([C:26]5[N:31]=[C:30]([NH2:32])[C:29]([NH2:33])=[CH:28][CH:27]=5)[CH:24]=[CH:25][C:19]=4[O:18][CH2:17][CH2:16]3)=[N:11][CH:12]=[N:13][CH:14]=2)=[CH:4][CH:3]=1, predict the reactants needed to synthesize it. The reactants are: [F:1][C:2]1[CH:7]=[CH:6][C:5]([CH2:8][C:9]2[C:10]([N:15]3[CH2:21][C:20]4[CH:22]=[C:23]([C:26]5[N:31]=[C:30]([NH2:32])[C:29]([N+:33]([O-])=O)=[CH:28][CH:27]=5)[CH:24]=[CH:25][C:19]=4[O:18][CH2:17][CH2:16]3)=[N:11][CH:12]=[N:13][CH:14]=2)=[CH:4][CH:3]=1.C(O)(=O)C. (4) Given the product [Br:1][C:2]1[CH:3]=[C:4]([C:8]([C:10]2[C:11]([Cl:17])=[N:12][C:13]([Cl:16])=[N:14][CH:15]=2)=[O:9])[CH:5]=[CH:6][CH:7]=1, predict the reactants needed to synthesize it. The reactants are: [Br:1][C:2]1[CH:3]=[C:4]([CH:8]([C:10]2[C:11]([Cl:17])=[N:12][C:13]([Cl:16])=[N:14][CH:15]=2)[OH:9])[CH:5]=[CH:6][CH:7]=1.C([O-])(O)=O.[Na+].CC1(C)N([O])C(C)(C)CCC1.[O-]Cl.[Na+]. (5) Given the product [OH:27][CH2:28][CH2:29][NH:30][C:31]1[N:36]=[CH:35][C:34]([NH:37][C:38]([NH:15][CH2:14][C:13]2[C:8]([N:5]3[CH2:4][CH2:3][CH:2]([CH3:1])[CH2:7][CH2:6]3)=[N:9][C:10]([C:16]([F:19])([F:17])[F:18])=[CH:11][CH:12]=2)=[O:39])=[CH:33][CH:32]=1, predict the reactants needed to synthesize it. The reactants are: [CH3:1][CH:2]1[CH2:7][CH2:6][N:5]([C:8]2[C:13]([CH2:14][NH2:15])=[CH:12][CH:11]=[C:10]([C:16]([F:19])([F:18])[F:17])[N:9]=2)[CH2:4][CH2:3]1.C(N(CC)CC)C.[OH:27][CH2:28][CH2:29][NH:30][C:31]1[N:36]=[CH:35][C:34]([NH:37][C:38](=O)[O:39]C2C=CC=CC=2)=[CH:33][CH:32]=1.